This data is from Reaction yield outcomes from USPTO patents with 853,638 reactions. The task is: Predict the reaction yield, written as a fraction of the theoretical maximum amount of product (1.0 means a 100% yield; for example, 0.34 means a 34% yield). (1) The reactants are Cl.[F:2][C:3]1[CH:8]=[CH:7][CH:6]=[CH:5][C:4]=1[CH2:9][C:10]([CH:12]1[CH2:17][CH2:16][NH:15][CH2:14][CH2:13]1)=[O:11].[C:18]([O:22][C:23]1[C:24]([CH:29]=O)=[N:25][CH:26]=[CH:27][N:28]=1)([CH3:21])([CH3:20])[CH3:19].C(O[BH-](OC(=O)C)OC(=O)C)(=O)C.[Na+].[OH-].[Na+]. The catalyst is ClCCl. The product is [C:18]([O:22][C:23]1[C:24]([CH2:29][N:15]2[CH2:14][CH2:13][CH:12]([C:10](=[O:11])[CH2:9][C:4]3[CH:5]=[CH:6][CH:7]=[CH:8][C:3]=3[F:2])[CH2:17][CH2:16]2)=[N:25][CH:26]=[CH:27][N:28]=1)([CH3:21])([CH3:20])[CH3:19]. The yield is 0.760. (2) The reactants are [Cl:1][C:2]1[CH:7]=[CH:6][C:5]([Cl:8])=[CH:4][C:3]=1[C:9](=O)[C:10]([N:15]1C(=O)C2C(=CC=CC=2)C1=O)=[CH:11][N:12](C)[CH3:13].C[NH:28]N. The catalyst is C(O)C. The product is [Cl:1][C:2]1[CH:7]=[CH:6][C:5]([Cl:8])=[CH:4][C:3]=1[C:9]1[C:10]([NH2:15])=[CH:11][N:12]([CH3:13])[N:28]=1. The yield is 0.380. (3) The yield is 0.710. The reactants are C(=[N:8][N:9]1[C:19]2[C:14](=[CH:15][CH:16]=[CH:17][CH:18]=2)[C:12](=O)[C:10]1=[O:11])C1C=CC=CC=1.C(O)(=[O:22])C.Cl. The catalyst is O. The product is [NH:9]1[C:19]2[C:14](=[CH:15][CH:16]=[CH:17][CH:18]=2)[C:12]([C:10]([OH:11])=[O:22])=[N:8]1. (4) The reactants are [NH2:1][CH2:2][C:3]([NH2:5])=[O:4].C[Al](C)C.[Cl:10][C:11]1[CH:21]=[C:20](/[CH:22]=[CH:23]/[CH:24]([C:29]2[CH:34]=[C:33]([Cl:35])[C:32]([Cl:36])=[C:31]([Cl:37])[CH:30]=2)[C:25]([F:28])([F:27])[F:26])[CH:19]=[CH:18][C:12]=1[C:13](OCC)=[O:14]. The catalyst is C(Cl)Cl. The product is [Cl:10][C:11]1[CH:21]=[C:20](/[CH:22]=[CH:23]/[CH:24]([C:29]2[CH:30]=[C:31]([Cl:37])[C:32]([Cl:36])=[C:33]([Cl:35])[CH:34]=2)[C:25]([F:26])([F:27])[F:28])[CH:19]=[CH:18][C:12]=1[C:13]([NH:1][CH2:2][C:3](=[O:4])[NH:5][CH2:24][C:25]([F:28])([F:27])[F:26])=[O:14]. The yield is 0.500. (5) The reactants are [CH3:1][C:2]1[CH:7]=[C:6]([CH3:8])[NH:5][C:4](=[O:9])[C:3]=1[CH2:10][NH:11][C:12]([C:14]1[CH:15]=[C:16]([C:30]2[CH:35]=[CH:34][C:33]([CH2:36][N:37]3[CH2:42][CH2:41][O:40][CH2:39][CH2:38]3)=[CH:32][CH:31]=2)[CH:17]=[C:18]([N:21]([CH2:28][CH3:29])[CH:22]2[CH2:27][CH2:26][NH:25][CH2:24][CH2:23]2)[C:19]=1[CH3:20])=[O:13].[C:43](O)(=[O:48])[C:44]([CH3:47])([CH3:46])[CH3:45].C(N(CC)CC)C.C1CN([P+](ON2N=NC3C=CC=CC2=3)(N2CCCC2)N2CCCC2)CC1.F[P-](F)(F)(F)(F)F. The catalyst is CS(C)=O. The yield is 0.609. The product is [CH3:1][C:2]1[CH:7]=[C:6]([CH3:8])[NH:5][C:4](=[O:9])[C:3]=1[CH2:10][NH:11][C:12]([C:14]1[CH:15]=[C:16]([C:30]2[CH:35]=[CH:34][C:33]([CH2:36][N:37]3[CH2:38][CH2:39][O:40][CH2:41][CH2:42]3)=[CH:32][CH:31]=2)[CH:17]=[C:18]([N:21]([CH2:28][CH3:29])[CH:22]2[CH2:23][CH2:24][N:25]([C:43](=[O:48])[C:44]([CH3:47])([CH3:46])[CH3:45])[CH2:26][CH2:27]2)[C:19]=1[CH3:20])=[O:13]. (6) The yield is 0.170. The reactants are Cl[C:2]1[N:10]=[C:9](Cl)[C:8]([F:12])=[CH:7][C:3]=1[C:4]([NH2:6])=[O:5].[F:13][C:14]1[N:19]=[CH:18][C:17]([NH2:20])=[CH:16][CH:15]=1.C(O[C:26](=[O:33])[NH:27][C@H:28]1[CH2:32][CH2:31][NH:30][CH2:29]1)(C)(C)C.[C:34](O)(=O)[CH:35]=C. The product is [C:26]([NH:27][C@H:28]1[CH2:32][CH2:31][N:30]([C:2]2[N:10]=[C:9]([NH:20][C:17]3[CH:18]=[N:19][C:14]([F:13])=[CH:15][CH:16]=3)[C:8]([F:12])=[CH:7][C:3]=2[C:4]([NH2:6])=[O:5])[CH2:29]1)(=[O:33])[CH:34]=[CH2:35]. No catalyst specified.